From a dataset of Forward reaction prediction with 1.9M reactions from USPTO patents (1976-2016). Predict the product of the given reaction. (1) The product is: [CH2:44]([C:36]1[O:37][C:38]2[CH:43]=[CH:42][CH:41]=[CH:40][C:39]=2[C:35]=1[C:32]1[CH:33]=[CH:34][C:29]([C:26]2[CH:27]=[CH:28][C:23]([S:20]([N:8]([CH2:7][C:6]([OH:51])=[O:5])[CH2:9][C:10]3[CH:15]=[CH:14][CH:13]=[C:12]([C:16]([F:17])([F:18])[F:19])[CH:11]=3)(=[O:22])=[O:21])=[CH:24][CH:25]=2)=[CH:30][CH:31]=1)[C:45]1[CH:46]=[CH:47][CH:48]=[CH:49][CH:50]=1. Given the reactants C([O:5][C:6](=[O:51])[CH2:7][N:8]([S:20]([C:23]1[CH:28]=[CH:27][C:26]([C:29]2[CH:34]=[CH:33][C:32]([C:35]3[C:39]4[CH:40]=[CH:41][CH:42]=[CH:43][C:38]=4[O:37][C:36]=3[CH2:44][C:45]3[CH:50]=[CH:49][CH:48]=[CH:47][CH:46]=3)=[CH:31][CH:30]=2)=[CH:25][CH:24]=1)(=[O:22])=[O:21])[CH2:9][C:10]1[CH:15]=[CH:14][CH:13]=[C:12]([C:16]([F:19])([F:18])[F:17])[CH:11]=1)(C)(C)C.C(O)(C(F)(F)F)=O, predict the reaction product. (2) Given the reactants [O:1]=[C:2]1[C@@H:8]([NH:9][C:10](=[O:16])OC(C)(C)C)[CH2:7][CH2:6][CH2:5][CH2:4][N:3]1[C:17](=[O:25])[CH2:18][C:19]1[CH:24]=[CH:23][CH:22]=[CH:21][CH:20]=1.C(O)(C(F)(F)F)=O.ClC(Cl)(OC(=O)OC(Cl)(Cl)Cl)Cl.C([O-])(O)=O.[Na+].[Cl:50][C:51]1[CH:60]=[C:59]2[C:54]([C:55]([N:62]3[CH2:67][CH2:66][NH:65][CH2:64][CH2:63]3)=[CH:56][C:57]([NH2:61])=[N:58]2)=[CH:53][CH:52]=1, predict the reaction product. The product is: [NH2:61][C:57]1[CH:56]=[C:55]([N:62]2[CH2:63][CH2:64][N:65]([C:10]([NH:9][C@H:8]3[CH2:7][CH2:6][CH2:5][CH2:4][N:3]([C:17](=[O:25])[CH2:18][C:19]4[CH:20]=[CH:21][CH:22]=[CH:23][CH:24]=4)[C:2]3=[O:1])=[O:16])[CH2:66][CH2:67]2)[C:54]2[C:59](=[CH:60][C:51]([Cl:50])=[CH:52][CH:53]=2)[N:58]=1. (3) Given the reactants [C:1]([O:5][C:6]([N:8]1[CH2:13][CH2:12][N:11]([C:14]2[N:19]=[C:18](Cl)[N:17]=[CH:16][N:15]=2)[CH2:10][CH2:9]1)=[O:7])([CH3:4])([CH3:3])[CH3:2].[CH3:21][NH:22][CH3:23], predict the reaction product. The product is: [C:1]([O:5][C:6]([N:8]1[CH2:13][CH2:12][N:11]([C:14]2[N:19]=[C:18]([N:22]([CH3:23])[CH3:21])[N:17]=[CH:16][N:15]=2)[CH2:10][CH2:9]1)=[O:7])([CH3:4])([CH3:3])[CH3:2].